From a dataset of Catalyst prediction with 721,799 reactions and 888 catalyst types from USPTO. Predict which catalyst facilitates the given reaction. (1) The catalyst class is: 3. Product: [Br:3][C:4]1[O:8][C:7]([CH2:9][O:10][CH3:11])=[CH:6][CH:5]=1. Reactant: [H-].[Na+].[Br:3][C:4]1[O:8][C:7]([CH2:9][OH:10])=[CH:6][CH:5]=1.[CH3:11]I. (2) Reactant: O.[NH2:2][NH2:3].[Br:4][C:5]1[CH:10]=[CH:9][CH:8]=[CH:7][C:6]=1[CH:11]([CH2:16][CH2:17][CH2:18]Cl)[C:12](OC)=[O:13]. Product: [NH2:2][N:3]1[CH2:18][CH2:17][CH2:16][CH:11]([C:6]2[CH:7]=[CH:8][CH:9]=[CH:10][C:5]=2[Br:4])[C:12]1=[O:13]. The catalyst class is: 8. (3) Reactant: C1C=CC(P(C2C=CC=CC=2)C2C=CC=CC=2)=CC=1.CC(OC(/N=N/C(OC(C)C)=O)=O)C.[I:34][C:35]1[C:39]([C:40]([O:42][CH2:43][CH3:44])=[O:41])=[C:38]([C:45]([O:47][CH2:48][CH3:49])=[O:46])[NH:37][N:36]=1.[F:50][C:51]([F:64])([F:63])[CH:52]([NH:55][C:56](=[O:62])[O:57][C:58]([CH3:61])([CH3:60])[CH3:59])[CH2:53]O. Product: [C:58]([O:57][C:56]([NH:55][CH:52]([C:51]([F:50])([F:63])[F:64])[CH2:53][N:37]1[C:38]([C:45]([O:47][CH2:48][CH3:49])=[O:46])=[C:39]([C:40]([O:42][CH2:43][CH3:44])=[O:41])[C:35]([I:34])=[N:36]1)=[O:62])([CH3:59])([CH3:60])[CH3:61]. The catalyst class is: 20. (4) Reactant: [Cl:1][C:2]1[CH:25]=[CH:24][C:5]([NH:6][C:7]2[C:16]3[C:11](=[CH:12][CH:13]=[CH:14][CH:15]=3)[C:10]([CH2:17][C:18]3[CH:23]=[CH:22][N:21]=[CH:20][CH:19]=3)=[N:9][N:8]=2)=[CH:4][CH:3]=1.[ClH:26].CCOCC. Product: [ClH:1].[ClH:26].[Cl:1][C:2]1[CH:3]=[CH:4][C:5]([NH:6][C:7]2[C:16]3[C:11](=[CH:12][CH:13]=[CH:14][CH:15]=3)[C:10]([CH2:17][C:18]3[CH:23]=[CH:22][N:21]=[CH:20][CH:19]=3)=[N:9][N:8]=2)=[CH:24][CH:25]=1. The catalyst class is: 5.